From a dataset of Catalyst prediction with 721,799 reactions and 888 catalyst types from USPTO. Predict which catalyst facilitates the given reaction. (1) The catalyst class is: 1. Product: [C:12]([C:8]1[CH:7]=[C:6]2[C:11]([C:2]([CH2:1][C:33]([NH:32][C:28]3[CH:29]=[CH:30][CH:31]=[C:26]([Cl:25])[CH:27]=3)=[O:34])=[CH:3][C:4](=[O:14])[O:5]2)=[CH:10][CH:9]=1)#[N:13]. Reactant: [CH3:1][C:2]1[C:11]2[C:6](=[CH:7][C:8]([C:12]#[N:13])=[CH:9][CH:10]=2)[O:5][C:4](=[O:14])[CH:3]=1.[Li+].C[Si]([N-][Si](C)(C)C)(C)C.[Cl:25][C:26]1[CH:27]=[C:28]([N:32]=[C:33]=[O:34])[CH:29]=[CH:30][CH:31]=1. (2) Reactant: [Cl:1][C:2]1[CH:7]=[CH:6][C:5]([S:8]([N:11]([CH2:18][C:19]2[CH:28]=[CH:27][C:22]([C:23]([O:25]C)=[O:24])=[CH:21][CH:20]=2)[CH:12]2[CH2:17][CH2:16][CH2:15][CH2:14][CH2:13]2)(=[O:10])=[O:9])=[CH:4][CH:3]=1.O.[OH-].[Li+].O. Product: [Cl:1][C:2]1[CH:3]=[CH:4][C:5]([S:8]([N:11]([CH2:18][C:19]2[CH:20]=[CH:21][C:22]([C:23]([OH:25])=[O:24])=[CH:27][CH:28]=2)[CH:12]2[CH2:17][CH2:16][CH2:15][CH2:14][CH2:13]2)(=[O:9])=[O:10])=[CH:6][CH:7]=1. The catalyst class is: 1. (3) Reactant: C(Cl)(=O)C(Cl)=O.[C:7]1([CH2:16][CH2:17][C:18]2[CH:23]=[CH:22][CH:21]=[CH:20][CH:19]=2)[C:8]([C:13](O)=[O:14])=[CH:9][CH:10]=[CH:11][CH:12]=1.CN(C=O)C.Cl. Product: [CH2:16]([C:7]1[CH:12]=[CH:11][CH:10]=[CH:9][C:8]=1[CH:13]=[O:14])[CH2:17][C:18]1[CH:23]=[CH:22][CH:21]=[CH:20][CH:19]=1. The catalyst class is: 4. (4) Reactant: Br[C:2]1[CH:10]=[CH:9][CH:8]=[C:7]2[C:3]=1[CH2:4][NH:5][C:6]2=[O:11].[CH3:12][C:13]1([CH3:29])[C:17]([CH3:19])([CH3:18])[O:16][B:15]([B:15]2[O:16][C:17]([CH3:19])([CH3:18])[C:13]([CH3:29])([CH3:12])[O:14]2)[O:14]1.C([O-])(=O)C.[K+].C(Cl)Cl. Product: [CH3:12][C:13]1([CH3:29])[C:17]([CH3:19])([CH3:18])[O:16][B:15]([C:2]2[CH:10]=[CH:9][CH:8]=[C:7]3[C:3]=2[CH2:4][NH:5][C:6]3=[O:11])[O:14]1. The catalyst class is: 3. (5) Reactant: Br[C:2]1[CH:3]=[C:4]([O:9][CH3:10])[C:5]([F:8])=[CH:6][CH:7]=1.C([O-])(=O)C.[K+].[B:16]1([B:16]2[O:20][C:19]([CH3:22])([CH3:21])[C:18]([CH3:24])([CH3:23])[O:17]2)[O:20][C:19]([CH3:22])([CH3:21])[C:18]([CH3:24])([CH3:23])[O:17]1.ClCCl. Product: [F:8][C:5]1[CH:6]=[CH:7][C:2]([B:16]2[O:20][C:19]([CH3:22])([CH3:21])[C:18]([CH3:24])([CH3:23])[O:17]2)=[CH:3][C:4]=1[O:9][CH3:10]. The catalyst class is: 12. (6) Product: [F:41][C:38]1([F:40])[CH2:39][N:36]([C:34](=[O:35])[C@H:33]([NH:32][C:21]([C:20]2[C:14]3[C:15](=[N:16][CH:17]=[C:12]([C:6]4[C:5]5[C:9](=[CH:10][C:2]([Cl:1])=[CH:3][CH:4]=5)[N:8]([CH3:11])[N:7]=4)[N:13]=3)[N:18]([CH2:24][O:25][CH2:26][CH2:27][Si:28]([CH3:30])([CH3:31])[CH3:29])[CH:19]=2)=[O:23])[CH3:42])[CH2:37]1. Reactant: [Cl:1][C:2]1[CH:10]=[C:9]2[C:5]([C:6]([C:12]3[N:13]=[C:14]4[C:20]([C:21]([OH:23])=O)=[CH:19][N:18]([CH2:24][O:25][CH2:26][CH2:27][Si:28]([CH3:31])([CH3:30])[CH3:29])[C:15]4=[N:16][CH:17]=3)=[N:7][N:8]2[CH3:11])=[CH:4][CH:3]=1.[NH2:32][C@H:33]([CH3:42])[C:34]([N:36]1[CH2:39][C:38]([F:41])([F:40])[CH2:37]1)=[O:35].C1C=CC2N(O)N=NC=2C=1.C(Cl)CCl.C(N(CC)C(C)C)(C)C. The catalyst class is: 3.